From a dataset of Reaction yield outcomes from USPTO patents with 853,638 reactions. Predict the reaction yield, written as a fraction of the theoretical maximum amount of product (1.0 means a 100% yield; for example, 0.34 means a 34% yield). (1) The product is [CH:3]1([CH2:2][N:23]2[CH2:24][CH2:25][CH2:26][C:27](=[O:30])[C:28]3=[CH:29][N:20]([CH2:19][C:18]4[CH:17]=[CH:16][C:15]([O:14][CH3:13])=[CH:32][CH:31]=4)[N:21]=[C:22]23)[CH2:8][CH2:7][CH2:6][CH2:5][CH2:4]1. The catalyst is CN(C=O)C. The yield is 0.250. The reactants are Br[CH2:2][CH:3]1[CH2:8][CH2:7][CH2:6][CH2:5][CH2:4]1.[H-].[Na+].[Na+].[I-].[CH3:13][O:14][C:15]1[CH:32]=[CH:31][C:18]([CH2:19][N:20]2[CH:29]=[C:28]3[C:22]([NH:23][CH2:24][CH2:25][CH2:26][C:27]3=[O:30])=[N:21]2)=[CH:17][CH:16]=1. (2) The reactants are [CH2:1]([O:8][C:9]1[CH:10]=[CH:11][C:12]([OH:17])=[C:13]([CH:16]=1)[CH:14]=[O:15])[C:2]1[CH:7]=[CH:6][CH:5]=[CH:4][CH:3]=1.Br[C:19]([CH3:26])([CH3:25])[C:20]([O:22][CH2:23][CH3:24])=[O:21].C(=O)([O-])[O-].[Cs+].[Cs+]. The catalyst is CN(C=O)C. The product is [CH2:23]([O:22][C:20](=[O:21])[C:19]([O:17][C:12]1[CH:11]=[CH:10][C:9]([O:8][CH2:1][C:2]2[CH:3]=[CH:4][CH:5]=[CH:6][CH:7]=2)=[CH:16][C:13]=1[CH:14]=[O:15])([CH3:26])[CH3:25])[CH3:24]. The yield is 0.890. (3) The reactants are [Cl-].O[NH3+:3].[C:4](=[O:7])([O-])[OH:5].[Na+].CS(C)=O.[CH2:13]([C:17]1[N:21]([CH2:22][C:23]2[CH:28]=[CH:27][C:26]([C:29]3[C:30]([C:35]#[N:36])=[CH:31][CH:32]=[CH:33][CH:34]=3)=[CH:25][CH:24]=2)[C:20](=[O:37])[N:19]([CH2:38][CH2:39][C:40]2[CH:45]=[CH:44][CH:43]=[CH:42][CH:41]=2)[N:18]=1)[CH2:14][CH2:15][CH3:16]. The catalyst is C(OCC)(=O)C. The product is [CH2:13]([C:17]1[N:21]([CH2:22][C:23]2[CH:28]=[CH:27][C:26]([C:29]3[CH:34]=[CH:33][CH:32]=[CH:31][C:30]=3[C:35]3[NH:3][C:4](=[O:7])[O:5][N:36]=3)=[CH:25][CH:24]=2)[C:20](=[O:37])[N:19]([CH2:38][CH2:39][C:40]2[CH:45]=[CH:44][CH:43]=[CH:42][CH:41]=2)[N:18]=1)[CH2:14][CH2:15][CH3:16]. The yield is 0.550. (4) The reactants are Br[C:2]1[CH:3]=[C:4]2[C:8](=[CH:9][CH:10]=1)[N:7]([C:11]([O:13][C:14]([CH3:17])([CH3:16])[CH3:15])=[O:12])[N:6]=[C:5]2[C:18]1[CH:23]=[CH:22][C:21]([F:24])=[CH:20][CH:19]=1.[F:25][C:26]1[CH:31]=[CH:30][C:29]([C:32]2[O:33][C:34]3[CH:44]=[C:43]([N:45]([CH3:50])[S:46]([CH3:49])(=[O:48])=[O:47])[C:42](B4OC(C)(C)C(C)(C)O4)=[CH:41][C:35]=3[C:36]=2[C:37]([NH:39][CH3:40])=[O:38])=[CH:28][CH:27]=1.[O-]P([O-])([O-])=O.[K+].[K+].[K+]. The catalyst is O1CCOCC1.C1C=CC(P(C2C=CC=CC=2)[C-]2C=CC=C2)=CC=1.C1C=CC(P(C2C=CC=CC=2)[C-]2C=CC=C2)=CC=1.Cl[Pd]Cl.[Fe+2]. The product is [F:24][C:21]1[CH:20]=[CH:19][C:18]([C:5]2[C:4]3[C:8](=[CH:9][CH:10]=[C:2]([C:42]4[C:43]([N:45]([CH3:50])[S:46]([CH3:49])(=[O:48])=[O:47])=[CH:44][C:34]5[O:33][C:32]([C:29]6[CH:30]=[CH:31][C:26]([F:25])=[CH:27][CH:28]=6)=[C:36]([C:37](=[O:38])[NH:39][CH3:40])[C:35]=5[CH:41]=4)[CH:3]=3)[N:7]([C:11]([O:13][C:14]([CH3:17])([CH3:16])[CH3:15])=[O:12])[N:6]=2)=[CH:23][CH:22]=1. The yield is 0.568. (5) The reactants are [CH:1]([C:4]1[CH:10]=[CH:9][CH:8]=[C:7]([CH:11]([CH3:13])[CH3:12])[C:5]=1[NH2:6])([CH3:3])[CH3:2].C1N2CN3CN(C2)CN1C3.[C:24](O)(=[O:26])C. The catalyst is O. The product is [NH2:6][C:5]1[C:4]([CH:1]([CH3:3])[CH3:2])=[CH:10][C:9]([CH:24]=[O:26])=[CH:8][C:7]=1[CH:11]([CH3:13])[CH3:12]. The yield is 0.920. (6) The reactants are O1CCCC1.[OH-].[Na+].[NH2:8][C:9]1[C:14]([C:15]2[O:19][N:18]=[C:17]([CH2:20][C:21]3[CH:26]=[CH:25][C:24]([OH:27])=[CH:23][CH:22]=3)[CH:16]=2)=[CH:13][CH:12]=[CH:11][N:10]=1.Cl[CH2:29][C:30]1[CH:35]=[CH:34][CH:33]=[C:32]([F:36])[N:31]=1. The catalyst is CN(C)C=O. The product is [F:36][C:32]1[N:31]=[C:30]([CH2:29][O:27][C:24]2[CH:25]=[CH:26][C:21]([CH2:20][C:17]3[CH:16]=[C:15]([C:14]4[C:9]([NH2:8])=[N:10][CH:11]=[CH:12][CH:13]=4)[O:19][N:18]=3)=[CH:22][CH:23]=2)[CH:35]=[CH:34][CH:33]=1. The yield is 0.590. (7) The reactants are CC1(C)COB(B2OCC(C)(C)CO2)OC1.C([O-])(=O)C.[K+].Br[C:23]1[CH:28]=[CH:27][C:26]([CH:29]2[CH2:34][CH2:33][N:32]([C:35](=[O:37])[CH3:36])[CH2:31][CH2:30]2)=[CH:25][CH:24]=1.Br[C:39]1[CH:40]=[C:41]2[C:45](=[CH:46][C:47]=1[Cl:48])[NH:44][N:43]=[C:42]2[C:49]([OH:51])=[O:50].C(=O)([O-])[O-].[K+].[K+]. The catalyst is O1CCOCC1.C1(C)C=CC=CC=1.CCO.C1C=CC(P(C2C=CC=CC=2)[C-]2C=CC=C2)=CC=1.C1C=CC(P(C2C=CC=CC=2)[C-]2C=CC=C2)=CC=1.Cl[Pd]Cl.[Fe+2].ClCCl. The product is [C:35]([N:32]1[CH2:33][CH2:34][CH:29]([C:26]2[CH:27]=[CH:28][C:23]([C:39]3[CH:40]=[C:41]4[C:45](=[CH:46][C:47]=3[Cl:48])[NH:44][N:43]=[C:42]4[C:49]([OH:51])=[O:50])=[CH:24][CH:25]=2)[CH2:30][CH2:31]1)(=[O:37])[CH3:36]. The yield is 0.150.